Dataset: HIV replication inhibition screening data with 41,000+ compounds from the AIDS Antiviral Screen. Task: Binary Classification. Given a drug SMILES string, predict its activity (active/inactive) in a high-throughput screening assay against a specified biological target. The molecule is Sc1ncc2[nH]nnc2n1. The result is 0 (inactive).